This data is from Full USPTO retrosynthesis dataset with 1.9M reactions from patents (1976-2016). The task is: Predict the reactants needed to synthesize the given product. (1) Given the product [C:18]1([C:17]2[N:7]3[CH:6]=[C:5]([C:3]([O:2][CH3:1])=[O:4])[C:14]4[C:9]([C:8]3=[CH:15][N:16]=2)=[CH:10][CH:11]=[CH:12][CH:13]=4)[CH:23]=[CH:22][CH:21]=[CH:20][CH:19]=1, predict the reactants needed to synthesize it. The reactants are: [CH3:1][O:2][C:3]([C:5]1[C:14]2[C:9](=[CH:10][CH:11]=[CH:12][CH:13]=2)[C:8]([CH2:15][NH:16][C:17](=O)[C:18]2[CH:23]=[CH:22][CH:21]=[CH:20][CH:19]=2)=[N:7][CH:6]=1)=[O:4]. (2) Given the product [CH:3]([C:6]1[CH2:14][C:13]2[C:8]([CH:7]=1)=[C:9]([C:15]1[CH:20]=[CH:19][C:18]([C:21]([CH3:23])([CH3:22])[CH3:24])=[CH:17][CH:16]=1)[CH:10]=[CH:11][CH:12]=2)([CH3:5])[CH3:4], predict the reactants needed to synthesize it. The reactants are: [BH4-].[Na+].[CH:3]([CH:6]1[CH2:14][C:13]2[C:8](=[C:9]([C:15]3[CH:20]=[CH:19][C:18]([C:21]([CH3:24])([CH3:23])[CH3:22])=[CH:17][CH:16]=3)[CH:10]=[CH:11][CH:12]=2)[C:7]1=O)([CH3:5])[CH3:4].C1(C)C=CC=CC=1.S(=O)(=O)(O)O. (3) Given the product [C:47]([O:8][CH2:7][C@@H:6]([O:5][C:1]([CH3:4])([CH3:2])[CH3:3])[C:12]1[C:13]([C:32]2[CH:37]=[CH:36][C:35]([Cl:38])=[CH:34][CH:33]=2)=[C:14]2[C:19](=[CH:20][C:21]=1[CH3:22])[N:18]=[C:17]([CH2:23][N:24]([CH3:31])[C:25]1[CH:26]=[CH:27][CH:28]=[CH:29][CH:30]=1)[CH:16]=[CH:15]2)(=[O:46])[C:48]([CH3:51])([CH3:50])[CH3:49], predict the reactants needed to synthesize it. The reactants are: [C:1]([O:5][C@@H:6]([C:12]1[C:13]([C:32]2[CH:37]=[CH:36][C:35]([Cl:38])=[CH:34][CH:33]=2)=[C:14]2[C:19](=[CH:20][C:21]=1[CH3:22])[N:18]=[C:17]([CH2:23][N:24]([CH3:31])[C:25]1[CH:30]=[CH:29][CH:28]=[CH:27][CH:26]=1)[CH:16]=[CH:15]2)[C:7](OCC)=[O:8])([CH3:4])([CH3:3])[CH3:2].C(O[C@@H](C1C(C2C=CC(Cl)=CC=2)=C2C(=CC=1C)[N+]([O-])=C(C)C=C2)C[O:46][C:47](=O)[C:48]([CH3:51])([CH3:50])[CH3:49])(C)(C)C. (4) Given the product [CH3:7][C:5]1[N:6]=[C:2]([NH:1][S:22]([C:19]2[CH:20]=[CH:21][C:16]([CH2:13][CH2:14][CH3:15])=[CH:17][CH:18]=2)(=[O:24])=[O:23])[S:3][C:4]=1[C:8]([O:10][CH2:11][CH3:12])=[O:9], predict the reactants needed to synthesize it. The reactants are: [NH2:1][C:2]1[S:3][C:4]([C:8]([O:10][CH2:11][CH3:12])=[O:9])=[C:5]([CH3:7])[N:6]=1.[CH2:13]([C:16]1[CH:21]=[CH:20][C:19]([S:22](Cl)(=[O:24])=[O:23])=[CH:18][CH:17]=1)[CH2:14][CH3:15]. (5) Given the product [Br:4][C:5]1[N:6]=[CH:7][C:8]([NH:11][C:12](=[O:33])[C@@H:13]([C:22]2[CH:27]=[CH:26][C:25]([S:28]([CH3:31])(=[O:30])=[O:29])=[C:24]([Cl:32])[CH:23]=2)[CH2:14][CH:15]2[CH2:20][CH2:19][C:18](=[N:2][OH:3])[CH2:17][CH2:16]2)=[N:9][CH:10]=1, predict the reactants needed to synthesize it. The reactants are: Cl.[NH2:2][OH:3].[Br:4][C:5]1[N:6]=[CH:7][C:8]([NH:11][C:12](=[O:33])[C@@H:13]([C:22]2[CH:27]=[CH:26][C:25]([S:28]([CH3:31])(=[O:30])=[O:29])=[C:24]([Cl:32])[CH:23]=2)[CH2:14][CH:15]2[CH2:20][CH2:19][C:18](=O)[CH2:17][CH2:16]2)=[N:9][CH:10]=1. (6) Given the product [F:37][C:23]1[S:22][C:21]([C:18]2[CH:19]=[CH:20][C:15]([C:12]3[CH:11]=[CH:10][C:9]([C:6]4([C:4]([OH:5])=[O:3])[CH2:8][CH2:7]4)=[CH:14][CH:13]=3)=[CH:16][CH:17]=2)=[C:25]([NH:26][C:27]([O:29][C@@H:30]([C:32]2[CH:36]=[CH:35][S:34][CH:33]=2)[CH3:31])=[O:28])[CH:24]=1, predict the reactants needed to synthesize it. The reactants are: C([O:3][C:4]([C:6]1([C:9]2[CH:14]=[CH:13][C:12]([C:15]3[CH:20]=[CH:19][C:18]([C:21]4[S:22][C:23]([F:37])=[CH:24][C:25]=4[NH:26][C:27]([O:29][C@@H:30]([C:32]4[CH:36]=[CH:35][S:34][CH:33]=4)[CH3:31])=[O:28])=[CH:17][CH:16]=3)=[CH:11][CH:10]=2)[CH2:8][CH2:7]1)=[O:5])C.C(O)(C)C.[OH-].[Na+].Cl. (7) Given the product [Cl:14][C:12]1[CH:11]=[C:10]([CH:15]2[O:20][CH2:19][CH2:18][NH:17][CH2:16]2)[CH:9]=[C:8]([Cl:7])[CH:13]=1, predict the reactants needed to synthesize it. The reactants are: C(O)(=O)C(O)=O.[Cl:7][C:8]1[CH:9]=[C:10]([CH:15]2[O:20][CH2:19][CH2:18][NH:17][CH2:16]2)[CH:11]=[C:12]([Cl:14])[CH:13]=1.[OH-].[Na+]. (8) The reactants are: [NH2:1][C:2]1[CH:3]=[C:4]([CH:10]=[CH:11][CH:12]=1)[C:5]([O:7][CH2:8][CH3:9])=[O:6].[C:13]1(B(O)O)[CH:18]=[CH:17][CH:16]=[CH:15][CH:14]=1.N1C=CC=CC=1. Given the product [C:13]1([NH:1][C:2]2[CH:3]=[C:4]([CH:10]=[CH:11][CH:12]=2)[C:5]([O:7][CH2:8][CH3:9])=[O:6])[CH:18]=[CH:17][CH:16]=[CH:15][CH:14]=1, predict the reactants needed to synthesize it. (9) Given the product [Cl:22][C:23]1[C:24]([C:37]2[C:38](=[O:39])[NH:40][C:9](=[O:21])[C:10]=2[C:12]2[C:20]3[C:15](=[CH:16][CH:17]=[CH:18][CH:19]=3)[NH:14][CH:13]=2)=[C:25]2[C:30](=[CH:31][CH:32]=1)[N:29]=[CH:28][C:27]([CH2:33][N:34]([CH3:35])[CH3:36])=[N:26]2.[CH3:35][N:34]([CH2:33][C:27]1[CH:28]=[N:29][C:30]2[C:25]([N:26]=1)=[C:24]([C:37]1[C:38](=[O:39])[NH:40][C:9](=[O:8])[C:10]=1[C:12]1[C:20]3[C:15](=[CH:16][CH:17]=[CH:18][CH:19]=3)[NH:14][CH:13]=1)[C:23]([OH:4])=[CH:32][CH:31]=2)[CH3:36], predict the reactants needed to synthesize it. The reactants are: CC(C)([O-:4])C.[K+].C[O:8][C:9](=[O:21])[C:10]([C:12]1[C:20]2[C:15](=[CH:16][CH:17]=[CH:18][CH:19]=2)[NH:14][CH:13]=1)=O.[Cl:22][C:23]1[C:24]([CH2:37][C:38]([NH2:40])=[O:39])=[C:25]2[C:30](=[CH:31][CH:32]=1)[N:29]=[CH:28][C:27]([CH2:33][N:34]([CH3:36])[CH3:35])=[N:26]2.[NH4+].[Cl-].